From a dataset of Full USPTO retrosynthesis dataset with 1.9M reactions from patents (1976-2016). Predict the reactants needed to synthesize the given product. (1) The reactants are: Br[C:2]1[CH:10]=[CH:9][C:5]([N:6]([CH3:8])[CH3:7])=[CH:4][CH:3]=1.Cl[SiH:12]([CH3:14])[CH3:13]. Given the product [CH3:7][N:6]([C:5]1[CH:9]=[CH:10][C:2]([SiH:12]([CH3:14])[CH3:13])=[CH:3][CH:4]=1)[CH3:8], predict the reactants needed to synthesize it. (2) Given the product [NH2:47][C:48]1[N:52]([C:53]2[CH:54]=[CH:55][C:56]([F:59])=[CH:57][CH:58]=2)[N:51]=[CH:50][C:49]=1[C:60]([NH:62][CH2:63][C:64]([CH2:70][N:71]([CH2:72][CH3:73])[C:7]([C:6]1[CH:10]=[CH:11][CH:12]=[CH:13][C:5]=1[S:2]([CH3:1])(=[O:3])=[O:4])=[O:9])([OH:69])[C:65]([F:68])([F:67])[F:66])=[O:61], predict the reactants needed to synthesize it. The reactants are: [CH3:1][S:2]([C:5]1[CH:13]=[CH:12][CH:11]=[CH:10][C:6]=1[C:7]([OH:9])=O)(=[O:4])=[O:3].C(N(C(C)C)CC)(C)C.CN(C(ON1N=NC2C=CC=NC1=2)=[N+](C)C)C.F[P-](F)(F)(F)(F)F.[NH2:47][C:48]1[N:52]([C:53]2[CH:58]=[CH:57][C:56]([F:59])=[CH:55][CH:54]=2)[N:51]=[CH:50][C:49]=1[C:60]([NH:62][CH2:63][C:64]([CH2:70][NH:71][CH2:72][CH3:73])([OH:69])[C:65]([F:68])([F:67])[F:66])=[O:61]. (3) Given the product [Cl:21][C:22]1[CH:23]=[C:24]([C:2]2[CH:11]=[CH:10][C:9]3[O:8][C@H:7]4[CH2:12][CH2:13][CH2:14][O:15][C@@H:6]4[C:5]4([CH2:19][O:18][C:17]([NH2:20])=[N:16]4)[C:4]=3[CH:3]=2)[CH:25]=[N:26][CH:27]=1, predict the reactants needed to synthesize it. The reactants are: Br[C:2]1[CH:11]=[CH:10][C:9]2[O:8][C@H:7]3[CH2:12][CH2:13][CH2:14][O:15][C@@H:6]3[C:5]3([CH2:19][O:18][CH:17]([NH2:20])[NH:16]3)[C:4]=2[CH:3]=1.[Cl:21][C:22]1[CH:23]=[C:24](B(O)O)[CH:25]=[N:26][CH:27]=1.C(=O)([O-])[O-].[K+].[K+].O1CCOCC1.